Dataset: Forward reaction prediction with 1.9M reactions from USPTO patents (1976-2016). Task: Predict the product of the given reaction. (1) Given the reactants Cl[C:2]1[C:7]([CH:8]([CH2:13][CH2:14][CH3:15])[C:9]([O:11][CH3:12])=[O:10])=[C:6]([CH3:16])[N:5]=[C:4]([C:17]2[CH:22]=[CH:21][CH:20]=[CH:19][CH:18]=2)[N:3]=1.C(N(CC)C(C)C)(C)C.CC1(C)C(C)(C)OB([C:40]2[CH:49]=[CH:48][C:43]3[NH:44][C:45](=[O:47])[NH:46][C:42]=3[CH:41]=2)O1, predict the reaction product. The product is: [CH3:16][C:6]1[C:7]([CH:8]([CH2:13][CH2:14][CH3:15])[C:9]([O:11][CH3:12])=[O:10])=[C:2]([C:40]2[CH:49]=[CH:48][C:43]3[NH:44][C:45](=[O:47])[NH:46][C:42]=3[CH:41]=2)[N:3]=[C:4]([C:17]2[CH:22]=[CH:21][CH:20]=[CH:19][CH:18]=2)[N:5]=1. (2) Given the reactants CO.[Cl:3][C:4]1[CH:9]=[CH:8][C:7]([CH:10]2[C:14]3[N:15]([CH3:21])[N:16]=[C:17]([CH:18]4[CH2:20][CH2:19]4)[C:13]=3[C:12](=[O:22])[N:11]2[C:23]2[CH:24]=[C:25]([CH3:33])[C:26]3[N:27]([C:29]([CH3:32])=[N:30][N:31]=3)[CH:28]=2)=[CH:6][CH:5]=1, predict the reaction product. The product is: [Cl:3][C:4]1[CH:5]=[CH:6][C:7]([C@H:10]2[C:14]3[N:15]([CH3:21])[N:16]=[C:17]([CH:18]4[CH2:20][CH2:19]4)[C:13]=3[C:12](=[O:22])[N:11]2[C:23]2[CH:24]=[C:25]([CH3:33])[C:26]3[N:27]([C:29]([CH3:32])=[N:30][N:31]=3)[CH:28]=2)=[CH:8][CH:9]=1. (3) Given the reactants [C:1]([O:5][C:6](=[O:33])[NH:7][C:8]1[CH:13]=[CH:12][C:11]([O:14][CH2:15][C:16]2[N:17]([C:24]3[C:29]([Cl:30])=[CH:28][CH:27]=[CH:26][C:25]=3[Cl:31])[N:18]=[CH:19][C:20]=2[CH:21]([CH3:23])[CH3:22])=[CH:10][C:9]=1[CH3:32])([CH3:4])([CH3:3])[CH3:2].[H-].[Na+].I[CH3:37], predict the reaction product. The product is: [C:1]([O:5][C:6](=[O:33])[N:7]([C:8]1[CH:13]=[CH:12][C:11]([O:14][CH2:15][C:16]2[N:17]([C:24]3[C:29]([Cl:30])=[CH:28][CH:27]=[CH:26][C:25]=3[Cl:31])[N:18]=[CH:19][C:20]=2[CH:21]([CH3:23])[CH3:22])=[CH:10][C:9]=1[CH3:32])[CH3:37])([CH3:2])([CH3:3])[CH3:4]. (4) Given the reactants [F:1][C:2]([F:15])([F:14])[O:3][C:4]1[CH:13]=[CH:12][C:7]2[N:8]=[C:9]([NH2:11])[S:10][C:6]=2[CH:5]=1.[F:16][C:17]([F:28])([F:27])[C:18]1[CH:19]=[C:20]([CH:24]=[CH:25][CH:26]=1)[C:21](Cl)=[O:22].Br[CH:30]([CH3:36])[C:31]([O:33]CC)=[O:32].COC1C=CC2N=C(N)SC=2C=1.ClC1C=C(C=CC=1)C(Cl)=O.BrCC(OCC)=O, predict the reaction product. The product is: [F:15][C:2]([F:1])([F:14])[O:3][C:4]1[CH:13]=[CH:12][C:7]2[N:8]([CH:30]([CH3:36])[C:31]([OH:33])=[O:32])[C:9](=[N:11][C:21](=[O:22])[C:20]3[CH:24]=[CH:25][CH:26]=[C:18]([C:17]([F:28])([F:27])[F:16])[CH:19]=3)[S:10][C:6]=2[CH:5]=1.